This data is from NCI-60 drug combinations with 297,098 pairs across 59 cell lines. The task is: Regression. Given two drug SMILES strings and cell line genomic features, predict the synergy score measuring deviation from expected non-interaction effect. (1) Cell line: RPMI-8226. Drug 2: CC1=C(C(=O)C2=C(C1=O)N3CC4C(C3(C2COC(=O)N)OC)N4)N. Drug 1: C1=NC(=NC(=O)N1C2C(C(C(O2)CO)O)O)N. Synergy scores: CSS=68.2, Synergy_ZIP=2.68, Synergy_Bliss=3.44, Synergy_Loewe=3.88, Synergy_HSA=8.46. (2) Drug 1: CN(CCCl)CCCl.Cl. Drug 2: N.N.Cl[Pt+2]Cl. Cell line: MDA-MB-435. Synergy scores: CSS=26.2, Synergy_ZIP=-10.4, Synergy_Bliss=-4.14, Synergy_Loewe=-1.02, Synergy_HSA=-0.601. (3) Drug 1: C(=O)(N)NO. Drug 2: C1=NNC2=C1C(=O)NC=N2. Cell line: UACC62. Synergy scores: CSS=2.44, Synergy_ZIP=-2.00, Synergy_Bliss=-2.37, Synergy_Loewe=-0.0613, Synergy_HSA=-0.349. (4) Drug 1: CC1C(C(CC(O1)OC2CC(CC3=C2C(=C4C(=C3O)C(=O)C5=C(C4=O)C(=CC=C5)OC)O)(C(=O)CO)O)N)O.Cl. Drug 2: C1=C(C(=O)NC(=O)N1)N(CCCl)CCCl. Cell line: UACC-257. Synergy scores: CSS=11.6, Synergy_ZIP=3.36, Synergy_Bliss=-0.875, Synergy_Loewe=3.00, Synergy_HSA=1.72. (5) Cell line: UACC62. Synergy scores: CSS=-1.24, Synergy_ZIP=1.23, Synergy_Bliss=0.305, Synergy_Loewe=-2.33, Synergy_HSA=-2.03. Drug 2: C1=NC2=C(N=C(N=C2N1C3C(C(C(O3)CO)O)F)Cl)N. Drug 1: C1=CC=C(C(=C1)C(C2=CC=C(C=C2)Cl)C(Cl)Cl)Cl. (6) Drug 1: CC1=C2C(C(=O)C3(C(CC4C(C3C(C(C2(C)C)(CC1OC(=O)C(C(C5=CC=CC=C5)NC(=O)OC(C)(C)C)O)O)OC(=O)C6=CC=CC=C6)(CO4)OC(=O)C)OC)C)OC. Drug 2: CCC1=CC2CC(C3=C(CN(C2)C1)C4=CC=CC=C4N3)(C5=C(C=C6C(=C5)C78CCN9C7C(C=CC9)(C(C(C8N6C)(C(=O)OC)O)OC(=O)C)CC)OC)C(=O)OC.C(C(C(=O)O)O)(C(=O)O)O. Cell line: HOP-62. Synergy scores: CSS=36.6, Synergy_ZIP=-1.94, Synergy_Bliss=-3.65, Synergy_Loewe=-2.86, Synergy_HSA=1.55. (7) Drug 2: CC1C(C(CC(O1)OC2CC(CC3=C2C(=C4C(=C3O)C(=O)C5=C(C4=O)C(=CC=C5)OC)O)(C(=O)CO)O)N)O.Cl. Drug 1: COC1=C2C(=CC3=C1OC=C3)C=CC(=O)O2. Synergy scores: CSS=45.9, Synergy_ZIP=0.502, Synergy_Bliss=0.890, Synergy_Loewe=-7.93, Synergy_HSA=2.37. Cell line: NCIH23.